Predict hERG channel inhibition at various concentrations. From a dataset of hERG Central: cardiac toxicity at 1µM, 10µM, and general inhibition. (1) The drug is O=C(NCCCN1CCc2ccccc2C1)Nc1ccc(Cl)cc1. Results: hERG_inhib (hERG inhibition (general)): blocker. (2) The drug is Cc1cc(C[n+]2cc(Br)ccc2N)c2ncccc2c1.[Br-]. Results: hERG_inhib (hERG inhibition (general)): blocker. (3) The molecule is Cc1ccc(/C=C/C(=O)N(Cc2cccs2)C2CCS(=O)(=O)C2)cc1. Results: hERG_inhib (hERG inhibition (general)): blocker. (4) The compound is Cc1ccc(NC(=S)N(CCN2CCCCC2)Cc2ccco2)cc1C. Results: hERG_inhib (hERG inhibition (general)): blocker. (5) The compound is CCN(CC)CCNC(=O)C(=O)Nc1ccc2c(c1)N(S(=O)(=O)c1cccs1)CCC2. Results: hERG_inhib (hERG inhibition (general)): blocker.